From a dataset of NCI-60 drug combinations with 297,098 pairs across 59 cell lines. Regression. Given two drug SMILES strings and cell line genomic features, predict the synergy score measuring deviation from expected non-interaction effect. (1) Drug 1: C1=CC=C(C(=C1)C(C2=CC=C(C=C2)Cl)C(Cl)Cl)Cl. Drug 2: CN(C(=O)NC(C=O)C(C(C(CO)O)O)O)N=O. Cell line: NCI-H226. Synergy scores: CSS=0.785, Synergy_ZIP=-2.34, Synergy_Bliss=-3.89, Synergy_Loewe=-1.03, Synergy_HSA=-2.05. (2) Drug 1: CN(CCCl)CCCl.Cl. Synergy scores: CSS=17.6, Synergy_ZIP=-3.25, Synergy_Bliss=6.66, Synergy_Loewe=-5.36, Synergy_HSA=1.07. Cell line: HOP-62. Drug 2: C(CC(=O)O)C(=O)CN.Cl. (3) Drug 1: CNC(=O)C1=CC=CC=C1SC2=CC3=C(C=C2)C(=NN3)C=CC4=CC=CC=N4. Drug 2: CC1=C(C(=CC=C1)Cl)NC(=O)C2=CN=C(S2)NC3=CC(=NC(=N3)C)N4CCN(CC4)CCO. Cell line: COLO 205. Synergy scores: CSS=-7.78, Synergy_ZIP=1.67, Synergy_Bliss=-7.61, Synergy_Loewe=-9.65, Synergy_HSA=-11.2. (4) Drug 1: CCCS(=O)(=O)NC1=C(C(=C(C=C1)F)C(=O)C2=CNC3=C2C=C(C=N3)C4=CC=C(C=C4)Cl)F. Drug 2: C1CCC(C1)C(CC#N)N2C=C(C=N2)C3=C4C=CNC4=NC=N3. Cell line: MOLT-4. Synergy scores: CSS=15.6, Synergy_ZIP=0.380, Synergy_Bliss=17.7, Synergy_Loewe=13.2, Synergy_HSA=15.3. (5) Drug 1: CC1=C2C(C(=O)C3(C(CC4C(C3C(C(C2(C)C)(CC1OC(=O)C(C(C5=CC=CC=C5)NC(=O)C6=CC=CC=C6)O)O)OC(=O)C7=CC=CC=C7)(CO4)OC(=O)C)O)C)OC(=O)C. Drug 2: CCC1=C2CN3C(=CC4=C(C3=O)COC(=O)C4(CC)O)C2=NC5=C1C=C(C=C5)O. Cell line: HL-60(TB). Synergy scores: CSS=28.9, Synergy_ZIP=6.49, Synergy_Bliss=3.75, Synergy_Loewe=-19.8, Synergy_HSA=-12.8.